This data is from Full USPTO retrosynthesis dataset with 1.9M reactions from patents (1976-2016). The task is: Predict the reactants needed to synthesize the given product. (1) Given the product [Cl:14][CH2:15][CH2:16][CH2:17][CH2:18][C:19]([C:6]1[CH:5]=[C:4]2[C:9](=[CH:8][CH:7]=1)[CH2:1][CH:2]([NH:10][C:11](=[O:13])[CH3:12])[CH2:3]2)=[O:20], predict the reactants needed to synthesize it. The reactants are: [CH2:1]1[C:9]2[C:4](=[CH:5][CH:6]=[CH:7][CH:8]=2)[CH2:3][CH:2]1[NH:10][C:11](=[O:13])[CH3:12].[Cl:14][CH2:15][CH2:16][CH2:17][CH2:18][C:19](Cl)=[O:20]. (2) Given the product [N+:1]([C:8]1[C:7]([C:13]([OH:15])=[O:14])=[N:6][NH:5][C:9]=1[C:10]([OH:12])=[O:11])([O-:4])=[O:2], predict the reactants needed to synthesize it. The reactants are: [N+:1]([O-:4])(O)=[O:2].[NH:5]1[C:9]([C:10]([OH:12])=[O:11])=[CH:8][C:7]([C:13]([OH:15])=[O:14])=[N:6]1.[OH-].[K+]. (3) Given the product [NH2:15][C:13]1[CH:12]=[C:7]([CH:6]=[C:5]([C:3]([NH:2][CH3:1])=[O:4])[CH:14]=1)[C:8]([O:10][CH3:11])=[O:9], predict the reactants needed to synthesize it. The reactants are: [CH3:1][NH:2][C:3]([C:5]1[CH:6]=[C:7]([CH:12]=[C:13]([N+:15]([O-])=O)[CH:14]=1)[C:8]([O:10][CH3:11])=[O:9])=[O:4].C([O-])=O.[NH4+]. (4) Given the product [NH2:18][C:15]1[CH:16]=[C:17]2[C:12](=[CH:13][CH:14]=1)[NH:11][N:10]=[C:9]2[NH:8][CH2:1][C:2]1[CH:3]=[CH:4][CH:5]=[CH:6][CH:7]=1, predict the reactants needed to synthesize it. The reactants are: [CH2:1]([NH:8][C:9]1[C:17]2[C:12](=[CH:13][CH:14]=[C:15]([N+:18]([O-])=O)[CH:16]=2)[NH:11][N:10]=1)[C:2]1[CH:7]=[CH:6][CH:5]=[CH:4][CH:3]=1.C(O)C.N.